Dataset: NCI-60 drug combinations with 297,098 pairs across 59 cell lines. Task: Regression. Given two drug SMILES strings and cell line genomic features, predict the synergy score measuring deviation from expected non-interaction effect. (1) Drug 1: CC1=C2C(C(=O)C3(C(CC4C(C3C(C(C2(C)C)(CC1OC(=O)C(C(C5=CC=CC=C5)NC(=O)OC(C)(C)C)O)O)OC(=O)C6=CC=CC=C6)(CO4)OC(=O)C)OC)C)OC. Drug 2: CC(CN1CC(=O)NC(=O)C1)N2CC(=O)NC(=O)C2. Cell line: OVCAR-8. Synergy scores: CSS=58.7, Synergy_ZIP=4.61, Synergy_Bliss=3.02, Synergy_Loewe=2.96, Synergy_HSA=5.61. (2) Drug 1: C#CCC(CC1=CN=C2C(=N1)C(=NC(=N2)N)N)C3=CC=C(C=C3)C(=O)NC(CCC(=O)O)C(=O)O. Drug 2: CN(CC1=CN=C2C(=N1)C(=NC(=N2)N)N)C3=CC=C(C=C3)C(=O)NC(CCC(=O)O)C(=O)O. Cell line: SK-MEL-5. Synergy scores: CSS=34.9, Synergy_ZIP=1.25, Synergy_Bliss=0.945, Synergy_Loewe=-0.165, Synergy_HSA=-0.387. (3) Drug 1: CC12CCC3C(C1CCC2NC(=O)OCC(F)(F)F)CCC4C3(C=CC(=O)N4C)C. Drug 2: CC1(CCCN1)C2=NC3=C(C=CC=C3N2)C(=O)N. Cell line: HCT116. Synergy scores: CSS=0.771, Synergy_ZIP=-0.921, Synergy_Bliss=-3.63, Synergy_Loewe=-2.27, Synergy_HSA=-2.21. (4) Drug 1: C1=C(C(=O)NC(=O)N1)N(CCCl)CCCl. Drug 2: B(C(CC(C)C)NC(=O)C(CC1=CC=CC=C1)NC(=O)C2=NC=CN=C2)(O)O. Cell line: UACC62. Synergy scores: CSS=26.2, Synergy_ZIP=-9.12, Synergy_Bliss=-5.33, Synergy_Loewe=-6.13, Synergy_HSA=-6.07. (5) Cell line: NCI-H226. Synergy scores: CSS=-4.23, Synergy_ZIP=0.604, Synergy_Bliss=-3.24, Synergy_Loewe=-4.63, Synergy_HSA=-4.76. Drug 1: C1=NC2=C(N=C(N=C2N1C3C(C(C(O3)CO)O)F)Cl)N. Drug 2: COC1=C2C(=CC3=C1OC=C3)C=CC(=O)O2. (6) Drug 1: COC1=CC(=CC(=C1O)OC)C2C3C(COC3=O)C(C4=CC5=C(C=C24)OCO5)OC6C(C(C7C(O6)COC(O7)C8=CC=CS8)O)O. Drug 2: C1=NC2=C(N1)C(=S)N=C(N2)N. Cell line: UO-31. Synergy scores: CSS=32.2, Synergy_ZIP=-5.88, Synergy_Bliss=-5.85, Synergy_Loewe=-2.47, Synergy_HSA=-0.938.